Dataset: Reaction yield outcomes from USPTO patents with 853,638 reactions. Task: Predict the reaction yield, written as a fraction of the theoretical maximum amount of product (1.0 means a 100% yield; for example, 0.34 means a 34% yield). (1) The reactants are [OH:1][C:2]1[CH:3]=[N:4][C:5]([NH:8][C:9](=[O:15])[CH2:10][CH2:11][CH2:12][CH2:13][CH3:14])=[N:6][CH:7]=1.C1(P(C2C=CC=CC=2)C2C=CC=CC=2)C=CC=CC=1.[CH3:35][S:36][CH2:37][CH2:38]O.CCOC(/N=N/C(OCC)=O)=O. The catalyst is O. The product is [CH3:35][S:36][CH2:37][CH2:38][O:1][C:2]1[CH:3]=[N:4][C:5]([NH:8][C:9](=[O:15])[CH2:10][CH2:11][CH2:12][CH2:13][CH3:14])=[N:6][CH:7]=1. The yield is 0.610. (2) The reactants are [C:1]([N:8]1[CH:12]=[CH:11][N:10]=[CH:9]1)(N1C=CN=C1)=[O:2].[CH3:13][C:14]1[NH:15][CH:16]=[C:17]([CH3:22])[C:18]=1C(O)=O. The catalyst is O1CCCC1. The product is [N:8]1([C:1]([C:18]2[C:17]([CH3:22])=[CH:16][NH:15][C:14]=2[CH3:13])=[O:2])[CH:12]=[CH:11][N:10]=[CH:9]1. The yield is 0.770. (3) The reactants are [CH2:1]([N:3]1[CH2:8][CH2:7][N:6]([C:9]2[CH:14]=[C:13]([N:15]3[C:19]4[N:20]=[C:21]([N:40]5[CH2:45][CH2:44][O:43][CH2:42][CH2:41]5)[N:22]=[C:23]([C:24]5[CH:25]=[N:26][C:27]([NH:30]CC6C=CC(OC)=CC=6)=[N:28][CH:29]=5)[C:18]=4[CH2:17][CH2:16]3)[CH:12]=[CH:11][N:10]=2)[CH2:5][CH2:4]1)[CH3:2].C(C1C(=O)C(Cl)=C(Cl)C(=O)C=1C#N)#N.[OH-].[Na+]. The catalyst is C(Cl)(Cl)Cl.O. The product is [CH2:1]([N:3]1[CH2:8][CH2:7][N:6]([C:9]2[CH:14]=[C:13]([N:15]3[C:19]4[N:20]=[C:21]([N:40]5[CH2:41][CH2:42][O:43][CH2:44][CH2:45]5)[N:22]=[C:23]([C:24]5[CH:29]=[N:28][C:27]([NH2:30])=[N:26][CH:25]=5)[C:18]=4[CH:17]=[CH:16]3)[CH:12]=[CH:11][N:10]=2)[CH2:5][CH2:4]1)[CH3:2]. The yield is 0.380.